Dataset: Forward reaction prediction with 1.9M reactions from USPTO patents (1976-2016). Task: Predict the product of the given reaction. (1) Given the reactants F.[CH3:2][N:3]([CH3:38])[C:4]([C:6]1[N:7]=[CH:8][C:9]([O:12][C:13]2[CH:14]=[C:15]([CH:20]=[C:21]([O:23][C@@H:24]([CH3:37])[CH2:25][O:26][Si](C(C)C)(C(C)C)C(C)C)[CH:22]=2)[C:16]([O:18][CH3:19])=[O:17])=[N:10][CH:11]=1)=[O:5], predict the reaction product. The product is: [CH3:38][N:3]([CH3:2])[C:4]([C:6]1[N:7]=[CH:8][C:9]([O:12][C:13]2[CH:14]=[C:15]([CH:20]=[C:21]([O:23][C@@H:24]([CH3:37])[CH2:25][OH:26])[CH:22]=2)[C:16]([O:18][CH3:19])=[O:17])=[N:10][CH:11]=1)=[O:5]. (2) Given the reactants Br[C:2]1[CH:7]=[CH:6][C:5]([C@@H:8]([C:19]2[CH:24]=[CH:23][C:22]([Cl:25])=[CH:21][C:20]=2[CH3:26])[CH2:9][C:10]([C:12]2[CH:17]=[CH:16][N:15]=[C:14]([CH3:18])[CH:13]=2)=[O:11])=[CH:4][CH:3]=1.[OH-:27].[K+].C(P(C(C)(C)C)C1C=CC=CC=1C1C(C(C)C)=CC(C(C)C)=CC=1C(C)C)(C)(C)C, predict the reaction product. The product is: [Cl:25][C:22]1[CH:23]=[CH:24][C:19]([C@H:8]([C:5]2[CH:6]=[CH:7][C:2]([OH:27])=[CH:3][CH:4]=2)[CH2:9][C:10]([C:12]2[CH:17]=[CH:16][N:15]=[C:14]([CH3:18])[CH:13]=2)=[O:11])=[C:20]([CH3:26])[CH:21]=1. (3) Given the reactants C(OC(=O)[NH:7][CH2:8][CH:9]([OH:72])[CH2:10][NH:11][C:12](=[O:71])[C@@H:13]([NH:24][C:25]([C@H:27]1[NH:45][C:44](=[O:46])[C@H:43]([CH2:47][CH2:48][CH2:49][NH:50]C(OC(C)(C)C)=O)[NH:42][C:41](=[O:58])[C@@H:40]([NH:59]C(OC(C)(C)C)=O)[CH2:39][C:38]2[CH:67]=[C:34]([CH:35]=[CH:36][C:37]=2[OH:68])[C:33]2=[CH:69][C:29](=[C:30]([OH:70])[CH:31]=[CH:32]2)[CH2:28]1)=[O:26])[CH2:14][CH2:15][NH:16]C(OC(C)(C)C)=O)(C)(C)C.[ClH:74], predict the reaction product. The product is: [ClH:74].[ClH:74].[ClH:74].[ClH:74].[NH2:59][C@H:40]1[CH2:39][C:38]2[CH:67]=[C:34]([CH:35]=[CH:36][C:37]=2[OH:68])[C:33]2=[CH:69][C:29](=[C:30]([OH:70])[CH:31]=[CH:32]2)[CH2:28][C@@H:27]([C:25]([NH:24][C@H:13]([C:12]([NH:11][CH2:10][CH:9]([OH:72])[CH2:8][NH2:7])=[O:71])[CH2:14][CH2:15][NH2:16])=[O:26])[NH:45][C:44](=[O:46])[C@H:43]([CH2:47][CH2:48][CH2:49][NH2:50])[NH:42][C:41]1=[O:58]. (4) The product is: [CH3:54][O:53][C:39]1[CH:38]=[C:37]([CH:42]=[CH:41][C:40]=1[O:43][CH2:44][C:45]1[CH:46]=[CH:47][C:48]([O:51][CH3:52])=[CH:49][CH:50]=1)[CH2:36][C:33](=[CH:32][N:25]1[CH2:26][CH2:27][O:2][CH2:3][CH2:10]1)[C:34]#[N:35]. Given the reactants C[O:2][C:3]1C=C(C=C[C:10]=1OCC1C=CC(OC)=CC=1)C=O.C[O-].[Na+].Cl.[NH:25]([CH:32]=[C:33]([CH2:36][C:37]1[CH:42]=[CH:41][C:40]([O:43][CH2:44][C:45]2[CH:50]=[CH:49][C:48]([O:51][CH3:52])=[CH:47][CH:46]=2)=[C:39]([O:53][CH3:54])[CH:38]=1)[C:34]#[N:35])[C:26]1C=CC=C[CH:27]=1, predict the reaction product. (5) Given the reactants [F:1][C:2]1[C:3]([O:19]C)=[CH:4][CH:5]=[C:6]2[C:11]=1[O:10][CH2:9][C:8]1[C:12]([F:18])=[C:13]([O:16]C)[CH:14]=[CH:15][C:7]2=1.B(Br)(Br)Br, predict the reaction product. The product is: [F:1][C:2]1[C:3]([OH:19])=[CH:4][CH:5]=[C:6]2[C:11]=1[O:10][CH2:9][C:8]1[C:12]([F:18])=[C:13]([OH:16])[CH:14]=[CH:15][C:7]2=1. (6) The product is: [C:32]([O:35][C:36](=[O:37])[N:21]([C@H:10]1[C@H:11]([C:13]2[CH:18]=[CH:17][C:16]([Cl:19])=[C:15]([Cl:20])[CH:14]=2)[CH2:12][N:8]([CH2:1][C:2]2[CH:3]=[CH:4][CH:5]=[CH:6][CH:7]=2)[CH2:9]1)[CH2:22][CH3:23])([CH3:34])([CH3:33])[CH3:31]. Given the reactants [CH2:1]([N:8]1[CH2:12][C@@H:11]([C:13]2[CH:18]=[CH:17][C:16]([Cl:19])=[C:15]([Cl:20])[CH:14]=2)[C@H:10]([NH:21][CH2:22][CH3:23])[CH2:9]1)[C:2]1[CH:7]=[CH:6][CH:5]=[CH:4][CH:3]=1.CCN(CC)CC.[CH3:31][C:32]([O:35][C:36](O[C:36]([O:35][C:32]([CH3:34])([CH3:33])[CH3:31])=[O:37])=[O:37])([CH3:34])[CH3:33], predict the reaction product.